This data is from Peptide-MHC class I binding affinity with 185,985 pairs from IEDB/IMGT. The task is: Regression. Given a peptide amino acid sequence and an MHC pseudo amino acid sequence, predict their binding affinity value. This is MHC class I binding data. (1) The peptide sequence is AFDLSHFLK. The MHC is HLA-B53:01 with pseudo-sequence HLA-B53:01. The binding affinity (normalized) is 0. (2) The peptide sequence is YRHDGGNVL. The binding affinity (normalized) is 0. The MHC is Mamu-B01 with pseudo-sequence Mamu-B01. (3) The peptide sequence is RRNRKALWL. The MHC is HLA-B15:09 with pseudo-sequence HLA-B15:09. The binding affinity (normalized) is 0.0847. (4) The peptide sequence is SFKLILAEY. The MHC is HLA-A11:01 with pseudo-sequence HLA-A11:01. The binding affinity (normalized) is 0.121.